This data is from Reaction yield outcomes from USPTO patents with 853,638 reactions. The task is: Predict the reaction yield, written as a fraction of the theoretical maximum amount of product (1.0 means a 100% yield; for example, 0.34 means a 34% yield). (1) The reactants are [CH3:1][C:2]1([CH3:16])[CH2:11][C:10]2[NH:9][C:8](=[S:12])[C:7]([C:13]#[N:14])=[CH:6][C:5]=2[C:4](=[O:15])[CH2:3]1.Br[CH2:18][CH:19]([CH3:21])[CH3:20]. No catalyst specified. The product is [CH2:18]([S:12][C:8]1[C:7]([C:13]#[N:14])=[CH:6][C:5]2[C:4](=[O:15])[CH2:3][C:2]([CH3:16])([CH3:1])[CH2:11][C:10]=2[N:9]=1)[CH:19]([CH3:21])[CH3:20]. The yield is 0.420. (2) The reactants are [CH3:1][O:2][C:3]1[CH:4]=[C:5]2[C:10](=[CH:11][CH:12]=1)[N:9]=[CH:8][CH:7]=[C:6]2[CH3:13].[NH2-].[Na+].C1(C)C=CC=CC=1.[CH2:23]([O:25][C:26](=O)[O:27]CC)[CH3:24]. The catalyst is C(OCC)C. The product is [CH2:23]([O:25][C:26](=[O:27])[CH2:13][C:6]1[C:5]2[C:10](=[CH:11][CH:12]=[C:3]([O:2][CH3:1])[CH:4]=2)[N:9]=[CH:8][CH:7]=1)[CH3:24]. The yield is 0.0700. (3) The reactants are [CH2:1]([NH2:8])[C:2]1[CH:7]=[CH:6][CH:5]=[CH:4][CH:3]=1.CCN(CC)CC.[Cl:16][CH2:17][CH2:18][CH2:19][S:20](Cl)(=[O:22])=[O:21]. The catalyst is C(Cl)Cl. The product is [CH2:1]([NH:8][S:20]([CH2:19][CH2:18][CH2:17][Cl:16])(=[O:22])=[O:21])[C:2]1[CH:7]=[CH:6][CH:5]=[CH:4][CH:3]=1. The yield is 0.870. (4) The reactants are [C:1]1(=[O:8])O[C:5](=[O:6])[CH:4]=[C:2]1[CH3:3].[NH2:9][C:10]1[CH:15]=[CH:14][C:13]([Br:16])=[CH:12][N:11]=1. The catalyst is C1(C)C=CC=CC=1. The product is [Br:16][C:13]1[CH:14]=[CH:15][C:10]([N:9]2[C:5](=[O:6])[CH:4]=[C:2]([CH3:3])[C:1]2=[O:8])=[N:11][CH:12]=1. The yield is 0.710. (5) The reactants are [Cl:1][C:2]1[CH:7]=[C:6]([S:8]([C:11]2[S:15][C:14]([CH2:16][N:17](C)[C:18](=O)OC(C)(C)C)=[N:13][C:12]=2[C:26]2[C:27]([F:32])=[N:28][CH:29]=[CH:30][CH:31]=2)(=[O:10])=[O:9])[CH:5]=[CH:4][N:3]=1.C(OCC)(=O)C.C(OCC)(=O)C.Cl. The catalyst is CC(O)C. The product is [ClH:1].[Cl:1][C:2]1[CH:7]=[C:6]([S:8]([C:11]2[S:15][C:14]([CH2:16][NH:17][CH3:18])=[N:13][C:12]=2[C:26]2[C:27]([F:32])=[N:28][CH:29]=[CH:30][CH:31]=2)(=[O:9])=[O:10])[CH:5]=[CH:4][N:3]=1. The yield is 0.640. (6) The reactants are Br[C:2]1[CH:7]=[C:6]([CH3:8])[CH:5]=[CH:4][C:3]=1[O:9][CH3:10].[CH2:11]([O:18][CH2:19][C@@H:20]([OH:31])[CH2:21]C1C=C(F)C=CC=1OC)[C:12]1[CH:17]=[CH:16][CH:15]=[CH:14][CH:13]=1. No catalyst specified. The product is [CH2:11]([O:18][CH2:19][C@@H:20]([OH:31])[CH2:21][C:2]1[CH:7]=[C:6]([CH3:8])[CH:5]=[CH:4][C:3]=1[O:9][CH3:10])[C:12]1[CH:17]=[CH:16][CH:15]=[CH:14][CH:13]=1. The yield is 0.960.